Binary Classification. Given a drug SMILES string, predict its activity (active/inactive) in a high-throughput screening assay against a specified biological target. From a dataset of HIV replication inhibition screening data with 41,000+ compounds from the AIDS Antiviral Screen. (1) The result is 0 (inactive). The molecule is O=[N+]([O-])c1ccc(C(Cl)S(=O)(=O)c2ccccc2)cc1. (2) The compound is COc1cc(-c2c(C)c(C)nc(OC)c2C#N)cc(OC)c1OC. The result is 1 (active).